The task is: Predict the product of the given reaction.. This data is from Forward reaction prediction with 1.9M reactions from USPTO patents (1976-2016). Given the reactants [CH2:1]([NH2:3])[CH3:2].CCN(C(C)C)C(C)C.[C:13]([C:17]1[N:21]([CH2:22][CH:23]2[CH2:28][CH2:27][O:26][CH2:25][CH2:24]2)[C:20]2[CH:29]=[CH:30][C:31]([S:33]([N:36]3[CH:40]=[C:39]([C:41](O)=[O:42])[CH:38]=[N:37]3)(=[O:35])=[O:34])=[CH:32][C:19]=2[N:18]=1)([CH3:16])([CH3:15])[CH3:14].CN(C(ON1N=NC2C=CC=NC1=2)=[N+](C)C)C.F[P-](F)(F)(F)(F)F, predict the reaction product. The product is: [C:13]([C:17]1[N:21]([CH2:22][CH:23]2[CH2:28][CH2:27][O:26][CH2:25][CH2:24]2)[C:20]2[CH:29]=[CH:30][C:31]([S:33]([N:36]3[CH:40]=[C:39]([C:41]([NH:3][CH2:1][CH3:2])=[O:42])[CH:38]=[N:37]3)(=[O:35])=[O:34])=[CH:32][C:19]=2[N:18]=1)([CH3:14])([CH3:16])[CH3:15].